This data is from Forward reaction prediction with 1.9M reactions from USPTO patents (1976-2016). The task is: Predict the product of the given reaction. (1) Given the reactants [F:1][C:2]([F:18])([F:17])[CH2:3][NH:4][CH:5]1[CH2:11][CH2:10][C:9]2[CH:12]=[C:13]([NH2:16])[CH:14]=[CH:15][C:8]=2[CH2:7][CH2:6]1.[CH3:19][C:20]1(C)[C@]2(CS(O)(=O)=O)C(C[C@H]1CC2)=O.Cl[C:35]1[N:40]=[C:39]([NH:41][C:42]2[CH:47]=[CH:46][C:45]([N:48]3[CH2:53][CH2:52][O:51][CH2:50][CH2:49]3)=[CH:44][C:43]=2OC)[C:38]([Cl:56])=[CH:37][N:36]=1.C(O)(C(F)(F)F)=O, predict the reaction product. The product is: [Cl:56][C:38]1[C:39]([NH:41][C:42]2[CH:47]=[CH:46][C:45]([N:48]3[CH2:53][CH2:52][O:51][CH2:50][CH2:49]3)=[CH:44][C:43]=2[CH2:19][CH3:20])=[N:40][C:35]([NH:16][C:13]2[CH:14]=[CH:15][C:8]3[CH2:7][CH2:6][CH:5]([NH:4][CH2:3][C:2]([F:17])([F:18])[F:1])[CH2:11][CH2:10][C:9]=3[CH:12]=2)=[N:36][CH:37]=1. (2) Given the reactants C([O:3][C:4](=[O:19])[CH2:5][NH:6][CH2:7][CH2:8][NH:9][S:10]([C:13]1[S:14][C:15]([CH3:18])=[N:16][N:17]=1)(=[O:12])=[O:11])C.[C:20](O[C:20]([O:22][C:23]([CH3:26])([CH3:25])[CH3:24])=[O:21])([O:22][C:23]([CH3:26])([CH3:25])[CH3:24])=[O:21], predict the reaction product. The product is: [CH3:18][C:15]1[S:14][C:13]([S:10]([NH:9][CH2:8][CH2:7][N:6]([C:20]([O:22][C:23]([CH3:26])([CH3:25])[CH3:24])=[O:21])[CH2:5][C:4]([OH:3])=[O:19])(=[O:11])=[O:12])=[N:17][N:16]=1. (3) The product is: [CH:17]1([NH:23][C:27](=[O:28])[O:16][CH2:15][C:13]2[C:12]3[C:7]([CH:6]=[C:5]4[C:14]=2[CH:1]=[CH:2][CH:3]=[CH:4]4)=[CH:8][CH:9]=[CH:10][CH:11]=3)[CH2:22][CH2:21][CH2:20][CH2:19][CH2:18]1. Given the reactants [CH:1]1[C:14]2[C:5](=[CH:6][C:7]3[C:12]([C:13]=2[CH2:15][OH:16])=[CH:11][CH:10]=[CH:9][CH:8]=3)[CH:4]=[CH:3][CH:2]=1.[CH:17]1([NH2:23])[CH2:22][CH2:21][CH2:20][CH2:19][CH2:18]1.Cl.CN(C)[CH:27]=[O:28], predict the reaction product. (4) Given the reactants [Br:1][CH2:2][C:3](Br)=[O:4].Cl.[CH:7]1([NH:10][C:11]([C@@H:13]2[CH2:17][CH2:16][CH2:15][NH:14]2)=[O:12])[CH2:9][CH2:8]1.C(N(CC)CC)C, predict the reaction product. The product is: [CH:7]1([NH:10][C:11]([C@@H:13]2[CH2:17][CH2:16][CH2:15][N:14]2[C:3](=[O:4])[CH2:2][Br:1])=[O:12])[CH2:9][CH2:8]1. (5) Given the reactants [Cl:1][C:2]1[CH:7]=[CH:6][C:5]([C:8]2[C:9]3[C:25]([CH3:26])=[C:24]([CH3:27])[S:23][C:10]=3[C:11]3[C:21]([CH3:22])=[N:20][O:19][C:12]=3[C@H:13]([CH2:15][C:16](=S)[NH2:17])[N:14]=2)=[CH:4][CH:3]=1.CO[CH:30](OC)[CH2:31][NH2:32], predict the reaction product. The product is: [NH:32]1[CH:31]=[CH:30][N:17]=[C:16]1[CH2:15][C@H:13]1[C:12]2[O:19][N:20]=[C:21]([CH3:22])[C:11]=2[C:10]2[S:23][C:24]([CH3:27])=[C:25]([CH3:26])[C:9]=2[C:8]([C:5]2[CH:6]=[CH:7][C:2]([Cl:1])=[CH:3][CH:4]=2)=[N:14]1. (6) Given the reactants [OH2:1].[OH-].[Na+].[CH2:4]([OH:9])[CH2:5][CH2:6][CH2:7][CH3:8].[CH2:10]([CH:12]1[O:14][CH2:13]1)Cl, predict the reaction product. The product is: [CH2:4]([O:9][CH2:10][CH:12]([OH:14])[CH2:13][OH:1])[CH2:5][CH2:6][CH2:7][CH3:8]. (7) Given the reactants [CH3:1][C:2]1[C:11]([CH3:12])=[C:10]([O:13]C(C2CC2)=O)[C:9]2[C:4](=[CH:5][C:6]([Cl:20])=[C:7]([F:19])[CH:8]=2)[N:3]=1.[OH-].[Na+].O.Cl, predict the reaction product. The product is: [CH3:1][C:2]1[C:11]([CH3:12])=[C:10]([OH:13])[C:9]2[C:4](=[CH:5][C:6]([Cl:20])=[C:7]([F:19])[CH:8]=2)[N:3]=1. (8) The product is: [CH2:2]([N:9]1[CH2:19][CH:20]([CH2:21][OH:22])[CH:12]([CH2:11][OH:14])[O:10]1)[C:3]1[CH:8]=[CH:7][CH:6]=[CH:5][CH:4]=1. Given the reactants Cl.[CH2:2]([NH:9][OH:10])[C:3]1[CH:8]=[CH:7][CH:6]=[CH:5][CH:4]=1.[C:11]([O-:14])(=O)[CH3:12].[Na+].C=O.C(O)/[CH:19]=[CH:20]\[CH2:21][OH:22], predict the reaction product.